The task is: Predict the reactants needed to synthesize the given product.. This data is from Full USPTO retrosynthesis dataset with 1.9M reactions from patents (1976-2016). (1) The reactants are: [C:1]([O:5][C:6]([N:8]1[CH2:13][CH2:12][CH:11]([C:14]2[N:18]([CH2:19][CH3:20])[N:17]=[C:16]([CH2:21][OH:22])[C:15]=2[CH3:23])[CH2:10][CH2:9]1)=[O:7])([CH3:4])([CH3:3])[CH3:2].[C:24](OC(N1CCC(C2NNC(=O)C=2C)CC1)=O)(C)(C)C.CI.C(I)C. Given the product [C:1]([O:5][C:6]([N:8]1[CH2:13][CH2:12][CH:11]([C:14]2[N:18]([CH2:19][CH3:20])[N:17]=[C:16]([CH2:21][O:22][CH3:24])[C:15]=2[CH3:23])[CH2:10][CH2:9]1)=[O:7])([CH3:3])([CH3:2])[CH3:4], predict the reactants needed to synthesize it. (2) The reactants are: CC(C)([O-])C.[K+].[F:7][C:8]([F:20])([F:19])[C:9]1[CH:18]=[CH:17][C:16]2[CH2:15][NH:14][CH2:13][CH2:12][C:11]=2[N:10]=1.Br[C:22]1[CH:27]=[C:26]([CH3:28])[C:25]([NH:29][C:30](=[O:36])[CH2:31][C:32]([CH3:35])([CH3:34])[CH3:33])=[C:24]([CH3:37])[CH:23]=1. Given the product [CH3:28][C:26]1[CH:27]=[C:22]([N:14]2[CH2:13][CH2:12][C:11]3[N:10]=[C:9]([C:8]([F:7])([F:19])[F:20])[CH:18]=[CH:17][C:16]=3[CH2:15]2)[CH:23]=[C:24]([CH3:37])[C:25]=1[NH:29][C:30](=[O:36])[CH2:31][C:32]([CH3:34])([CH3:33])[CH3:35], predict the reactants needed to synthesize it. (3) Given the product [CH:11]1([O:16][C:17]2[CH:18]=[C:19]([NH:20][C:2]3[C:7]([N+:8]([O-:10])=[O:9])=[CH:6][CH:5]=[CH:4][N:3]=3)[CH:21]=[CH:22][C:23]=2[O:24][CH3:25])[CH2:12][CH2:13][CH2:14][CH2:15]1, predict the reactants needed to synthesize it. The reactants are: Cl[C:2]1[C:7]([N+:8]([O-:10])=[O:9])=[CH:6][CH:5]=[CH:4][N:3]=1.[CH:11]1([O:16][C:17]2[CH:18]=[C:19]([CH:21]=[CH:22][C:23]=2[O:24][CH3:25])[NH2:20])[CH2:15][CH2:14][CH2:13][CH2:12]1.C(=O)([O-])[O-].[K+].[K+]. (4) Given the product [F:11][C:12]1[CH:13]=[C:14]([C:18]2[C:27]3[C:22](=[CH:23][CH:24]=[CH:25][CH:26]=3)[CH:21]=[CH:20][C:19]=2[CH:28]([NH:30][C:2]2[N:10]=[CH:9][N:8]=[C:7]3[C:3]=2[N:4]=[CH:5][NH:6]3)[CH3:29])[CH:15]=[CH:16][CH:17]=1, predict the reactants needed to synthesize it. The reactants are: Br[C:2]1[N:10]=[CH:9][N:8]=[C:7]2[C:3]=1[N:4]=[CH:5][NH:6]2.[F:11][C:12]1[CH:13]=[C:14]([C:18]2[C:27]3[C:22](=[CH:23][CH:24]=[CH:25][CH:26]=3)[CH:21]=[CH:20][C:19]=2[CH:28]([NH2:30])[CH3:29])[CH:15]=[CH:16][CH:17]=1.C(N(CC)C(C)C)(C)C. (5) Given the product [I:1][CH:2]1[CH:8]2[CH2:9][C:5]([CH3:11])([C:6](=[O:10])[N:7]2[C:21]([O:23][C:24]([CH3:27])([CH3:26])[CH3:25])=[O:20])[CH2:4][CH2:3]1, predict the reactants needed to synthesize it. The reactants are: [I:1][CH:2]1[CH:8]2[CH2:9][C:5]([CH3:11])([C:6](=[O:10])[NH:7]2)[CH2:4][CH2:3]1.C(N(CC)CC)C.C(=O)(OC(C)(C)C)[O:20][C:21]([O:23][C:24]([CH3:27])([CH3:26])[CH3:25])=O.